From a dataset of TCR-epitope binding with 47,182 pairs between 192 epitopes and 23,139 TCRs. Binary Classification. Given a T-cell receptor sequence (or CDR3 region) and an epitope sequence, predict whether binding occurs between them. (1) The epitope is GLCTLVAML. The TCR CDR3 sequence is CASGLPRDSPSYNEQFF. Result: 0 (the TCR does not bind to the epitope). (2) The TCR CDR3 sequence is CASSLGPNNEQFF. Result: 1 (the TCR binds to the epitope). The epitope is LLMPILTLT. (3) The epitope is DPFRLLQNSQVFS. The TCR CDR3 sequence is CASSLVWSYNSPLHF. Result: 1 (the TCR binds to the epitope). (4) The TCR CDR3 sequence is CASSVETGGTEAFF. Result: 1 (the TCR binds to the epitope). The epitope is VLWAHGFEL.